This data is from HIV replication inhibition screening data with 41,000+ compounds from the AIDS Antiviral Screen. The task is: Binary Classification. Given a drug SMILES string, predict its activity (active/inactive) in a high-throughput screening assay against a specified biological target. (1) The compound is O=[N+]([O-])c1ccc(OCc2nnc(CCCCCCCCc3nnc(COc4ccc([N+](=O)[O-])cc4)o3)o2)cc1. The result is 0 (inactive). (2) The drug is CC1=C(C(=O)CC(=O)C(=O)Nc2ccccc2C(F)(F)F)Sc2ccccc2N1. The result is 0 (inactive). (3) The drug is Cc1cc(S(=O)(=O)Nc2n[nH]c(Nc3ccccc3)n2)c(S)cc1Cl. The result is 1 (active). (4) The compound is O=C1CCSC(=O)N1c1ccccc1. The result is 0 (inactive). (5) The result is 0 (inactive). The molecule is C=CC1c2ccccc2C=CC12C=CC(=O)CC2. (6) The compound is CC1=C(C(=O)NNS(=O)(=O)c2ccc(C)cc2)CC(C(=O)NNS(=O)(=O)c2ccc(C)cc2)=C(C)N1. The result is 0 (inactive).